This data is from Full USPTO retrosynthesis dataset with 1.9M reactions from patents (1976-2016). The task is: Predict the reactants needed to synthesize the given product. (1) The reactants are: [OH:1][CH2:2][C@H:3]([NH:14][C:15]([C@H:17]1[CH2:19][C@@H:18]1[C:20]1[CH:25]=[CH:24][CH:23]=[CH:22][CH:21]=1)=[O:16])[C:4]1C=N[C:7]([O:10][CH2:11][CH2:12]C)=[CH:8][CH:9]=1.[NH2:26][C@H:27](C1C=CC(OCC)=CN=1)CO.BrC1C=CC(OCC)=CN=1. Given the product [CH2:11]([O:10][C:7]1[CH:8]=[CH:9][C:4]([C@@H:3]([NH:14][C:15]([C@H:17]2[CH2:19][C@@H:18]2[C:20]2[CH:21]=[CH:22][CH:23]=[CH:24][CH:25]=2)=[O:16])[CH2:2][OH:1])=[N:26][CH:27]=1)[CH3:12], predict the reactants needed to synthesize it. (2) Given the product [CH:17]1([CH2:16][N:13]2[CH2:14][CH2:15][N:10]([C:4]3[CH:5]=[C:6]([C:8]#[N:9])[CH:7]=[C:2]([C:25]4[CH:26]=[CH:27][C:22]([C:21]([F:32])([F:31])[F:20])=[CH:23][CH:24]=4)[N:3]=3)[CH2:11][CH2:12]2)[CH2:19][CH2:18]1, predict the reactants needed to synthesize it. The reactants are: Cl[C:2]1[CH:7]=[C:6]([C:8]#[N:9])[CH:5]=[C:4]([N:10]2[CH2:15][CH2:14][N:13]([CH2:16][CH:17]3[CH2:19][CH2:18]3)[CH2:12][CH2:11]2)[N:3]=1.[F:20][C:21]([F:32])([F:31])[C:22]1[CH:27]=[CH:26][C:25](B(O)O)=[CH:24][CH:23]=1.C(=O)([O-])[O-].[Cs+].[Cs+].CC(C1C=C(C(C)C)C(C2C=CC=CC=2P(C2CCCCC2)C2CCCCC2)=C(C(C)C)C=1)C.